This data is from Full USPTO retrosynthesis dataset with 1.9M reactions from patents (1976-2016). The task is: Predict the reactants needed to synthesize the given product. The reactants are: Br[C:2]1[C:11]2[C:6](=[CH:7][CH:8]=[C:9]([OH:12])[CH:10]=2)[N:5]=[C:4]([C:13]2[CH:18]=[CH:17][C:16]([OH:19])=[CH:15][CH:14]=2)[CH:3]=1.[CH2:20]([Sn](CCCC)(CCCC)C=C)[CH2:21]CC. Given the product [OH:19][C:16]1[CH:17]=[CH:18][C:13]([C:4]2[CH:3]=[C:2]([CH:20]=[CH2:21])[C:11]3[C:6](=[CH:7][CH:8]=[C:9]([OH:12])[CH:10]=3)[N:5]=2)=[CH:14][CH:15]=1, predict the reactants needed to synthesize it.